Dataset: Peptide-MHC class II binding affinity with 134,281 pairs from IEDB. Task: Regression. Given a peptide amino acid sequence and an MHC pseudo amino acid sequence, predict their binding affinity value. This is MHC class II binding data. (1) The peptide sequence is GVLYVGSKTKEGVVH. The MHC is HLA-DQA10102-DQB10602 with pseudo-sequence HLA-DQA10102-DQB10602. The binding affinity (normalized) is 0.400. (2) The peptide sequence is VKFHTQAFSAHGSGR. The MHC is HLA-DQA10501-DQB10302 with pseudo-sequence HLA-DQA10501-DQB10302. The binding affinity (normalized) is 0.386. (3) The peptide sequence is YCDMMSLNLTIVSVS. The MHC is HLA-DQA10101-DQB10501 with pseudo-sequence HLA-DQA10101-DQB10501. The binding affinity (normalized) is 0.404. (4) The peptide sequence is FCKSMGSKCVRDGKG. The MHC is DRB1_0101 with pseudo-sequence DRB1_0101. The binding affinity (normalized) is 0.766. (5) The peptide sequence is KIIGGIGGFVKVRQYDQIPI. The MHC is DRB1_0405 with pseudo-sequence DRB1_0405. The binding affinity (normalized) is 0.203.